The task is: Token-level Classification. Given an antigen amino acid sequence, predict which amino acid positions are active epitope sites capable of antibody binding. Output is a list of indices for active positions.. This data is from B-cell epitopes from IEDB database with 3,159 antigens for binding position prediction. (1) Given the antigen sequence: MNMSLSRIVKAAPLRRTTLAMALGALGAAPAAHADWNNQSIVKTGERQHGIHIQGSDPGGVRTASGTTIKVSGRQAQGILLENPAAELQFRNGSVTSSGQLSDDGIRRFLGTVTVKAGKLVADHATLANVGDTWDDDGIALYVAGEQAQASIADSTLQGAGGVQIERGANVTVQRSAIVDGGLHIGALQSLQPEDLPPSRVVLRDTNVTAVPASGAPAAVSVLGASELTLDGGHITGGRAAGVAAMQGAVVHLQRATIRRGDAPAGGAVPGGAVPGGFGPVLDGWYGVDVSGSSVELAQSIVEAPELGAAIRVGRGARVTVSGGSLSAPHGNVIETGGARRFAPQAAPLSITLQAGAHAQGKALLYRVLPEPVKLTLTGGADAQGDIVATELPSIPGTSIGPLDVALASQARWTGATRAVDSLSIDNATWVMTDNSNVGALRLASDGSVDFQQPAEAGRFKVLTVNTLAGSGLFRMNVFADLGLSDKLVVMQDASGQHRL..., which amino acid positions are active epitope sites? The epitope positions are: [885, 886, 887, 888, 889, 890, 891, 892, 893, 894, 895, 896, 897, 898]. The amino acids at these positions are: LAMPWTFHAGYRYS. (2) Given the antigen sequence: MNKFVKSLLVAGSVAALAACSSSNNDAAGNGAAQTFGGYSVADLQQRYNTVYFGFDKYDITGEYVQILDAHAAYLNATPAAKVLVEGNTDERGTPEYNIALGQRRADAVKGYLAGKGVDAGKLGTVSYGEEKPAVLGHDEAAYSKNRRAVLAY, which amino acid positions are active epitope sites? The epitope positions are: [57, 58, 59, 60, 61, 62, 63, 64, 65, 66, 67, 68, 69, 70, 71, 72, 73, 74, 75, 76]. The amino acids at these positions are: YDITGEYVQILDAHAAYLNA. (3) Given the antigen sequence: MSTNPKPQRKTKRNTNLRPQDVKFPGGGQIVGGVYLLPRRGPRLGVRATRKTSERSQPRGRRQPIPKARRPEGRTWAQPGYPWPLYGNEGMGWAGWLLSPRGSRPSWGPTDPRRRSRNLGKVIDTLTCGFADLMGYIPLVGAPLGGAARALAHGVRVLEDGVNYATGNLPGCSFSIFLLALLSCLTIPASAIEVRNVSGVYHVTNDCSNASIVYEAADMIMHTPGCVPCVREGNSSHCWVALTPTLAARNFSIPTTTIRRHVDLLVGTAAFCSAMYVGDLCGSVFLVSQLFTFSPRRHVTVQDCNCSIYPGHVSGHRMAWDMMMNWSPTTALVVSQLLRIPQAVVDMVAGAHWGVLAGIAYYSMVGNWAKVLIVMLLFSGVDGTTHTTGGTAAFTINRFTSIFAAGPAQKIQLINTNGSWHINRTALNCNDSLNTGFIAALFYARSFNSSGCPERMASCRPVDKFAQGWGPITYVRPPKLDQRPYCWHYAPQPCGIVPAS..., which amino acid positions are active epitope sites? The epitope positions are: [356, 357, 358, 359, 360, 361, 362, 363, 364, 365]. The amino acids at these positions are: AGIAYYSMVG. (4) Given the antigen sequence: MSSAAGFCASRPGLLFLGLLLLPLVVAFASAEAEEDGDLQCLCVKTTSQVRPRHITSLEVIKAGPHCPTAQLIATLKNGRKICLDLQAPLYKKIIKKLLES, which amino acid positions are active epitope sites? The epitope positions are: [87, 88, 89, 90, 91, 92, 93, 94, 95, 96, 97, 98, 99, 100]. The amino acids at these positions are: APLYKKIIKKLLES.